Dataset: Forward reaction prediction with 1.9M reactions from USPTO patents (1976-2016). Task: Predict the product of the given reaction. (1) Given the reactants [F:1][C:2]1[CH:10]=[CH:9][CH:8]=[C:7]2[C:3]=1[CH2:4][CH2:5][NH:6]2.[CH3:11][N:12]1[CH:16]=[C:15]([C:17]2[N:22]=[N:21][C:20]([N:23]3[CH2:28][CH2:27][C:26](=O)[CH2:25][CH2:24]3)=[CH:19][CH:18]=2)[CH:14]=[N:13]1.[BH-](OC(C)=O)(OC(C)=O)OC(C)=O.[Na+], predict the reaction product. The product is: [F:1][C:2]1[CH:10]=[CH:9][CH:8]=[C:7]2[C:3]=1[CH2:4][CH2:5][N:6]2[CH:26]1[CH2:27][CH2:28][N:23]([C:20]2[N:21]=[N:22][C:17]([C:15]3[CH:14]=[N:13][N:12]([CH3:11])[CH:16]=3)=[CH:18][CH:19]=2)[CH2:24][CH2:25]1. (2) Given the reactants Cl[C:2]1C=C(C=CC=1)C(OO)=O.[Br:12][C:13]1[CH:14]=[N:15][CH:16]=[C:17]([O:19][CH3:20])[CH:18]=1, predict the reaction product. The product is: [Br:12][C:13]1[CH:14]=[N:15][CH:16]=[C:17]([O:19][CH2:20][CH3:2])[CH:18]=1.